From a dataset of Full USPTO retrosynthesis dataset with 1.9M reactions from patents (1976-2016). Predict the reactants needed to synthesize the given product. (1) Given the product [CH3:14][O:15][C:16]1[CH:25]=[CH:24][C:23]([NH:26][S:36]([C:31]2[CH:32]=[CH:33][CH:34]=[CH:35][C:30]=2[N+:27]([O-:29])=[O:28])(=[O:37])=[O:38])=[C:22]2[C:17]=1[CH:18]=[CH:19][CH:20]=[N:21]2, predict the reactants needed to synthesize it. The reactants are: COC1C=C2C(=C(N)C=1)N=CC=C2.[CH3:14][O:15][C:16]1[CH:25]=[CH:24][C:23]([NH2:26])=[C:22]2[C:17]=1[CH:18]=[CH:19][CH:20]=[N:21]2.[N+:27]([C:30]1[CH:35]=[CH:34][CH:33]=[CH:32][C:31]=1[S:36](Cl)(=[O:38])=[O:37])([O-:29])=[O:28]. (2) Given the product [OH:32][CH:12]([CH2:15][CH3:16])[CH2:13][CH2:14][CH2:27][C:26]1([OH:28])[CH2:22][CH2:23][CH2:24][CH2:18][CH2:25]1, predict the reactants needed to synthesize it. The reactants are: BrCCCCCBr.[Mg].II.Br[C:12](Br)([CH2:15][CH3:16])[CH2:13][CH3:14].[CH:18]1([CH2:25][C:26](=[O:28])[CH3:27])[CH2:24][CH2:23][CH2:22]CCC1.C1C[O:32]CC1. (3) Given the product [Cl:33][C:19]1[C:18]([N:17]=[C:1]=[S:2])=[C:31]([Cl:32])[CH:30]=[CH:29][C:20]=1[CH2:21][NH:22][C:23](=[O:28])[C:24]([CH3:27])([CH3:26])[CH3:25], predict the reactants needed to synthesize it. The reactants are: [C:1](N1C=CC=CC1=O)(N1C=CC=CC1=O)=[S:2].[NH2:17][C:18]1[C:19]([Cl:33])=[C:20]([CH:29]=[CH:30][C:31]=1[Cl:32])[CH2:21][NH:22][C:23](=[O:28])[C:24]([CH3:27])([CH3:26])[CH3:25]. (4) Given the product [C:1]12([CH:11]([OH:24])[CH2:12][NH:13][C:14]3[C:15]4[CH2:23][CH2:22][N:21]([CH2:28][C:27]5[CH:30]=[CH:31][C:32]([F:34])=[CH:33][C:26]=5[F:25])[CH2:20][C:16]=4[N:17]=[CH:18][N:19]=3)[CH2:2][CH:3]3[CH2:4][CH:5]([CH2:6][CH:7]([CH2:9]3)[CH2:8]1)[CH2:10]2, predict the reactants needed to synthesize it. The reactants are: [C:1]12([CH:11]([OH:24])[CH2:12][NH:13][C:14]3[C:15]4[CH2:23][CH2:22][NH:21][CH2:20][C:16]=4[N:17]=[CH:18][N:19]=3)[CH2:10][CH:5]3[CH2:6][CH:7]([CH2:9][CH:3]([CH2:4]3)[CH2:2]1)[CH2:8]2.[F:25][C:26]1[CH:33]=[C:32]([F:34])[CH:31]=[CH:30][C:27]=1[CH:28]=O.C(O)(=O)C. (5) The reactants are: [H-].[Na+].[Cl:3][C:4]1[C:12]2[NH:11][C:10]3[CH2:13][CH2:14][N:15]([C:18]([O:20][C:21]([CH3:24])([CH3:23])[CH3:22])=[O:19])[CH2:16][CH2:17][C:9]=3[C:8]=2[CH:7]=[C:6]([Cl:25])[CH:5]=1.Br[CH2:27][CH2:28][O:29][C:30]1[CH:35]=[CH:34][CH:33]=[CH:32][CH:31]=1. Given the product [Cl:3][C:4]1[C:12]2[N:11]([CH2:27][CH2:28][O:29][C:30]3[CH:35]=[CH:34][CH:33]=[CH:32][CH:31]=3)[C:10]3[CH2:13][CH2:14][N:15]([C:18]([O:20][C:21]([CH3:22])([CH3:24])[CH3:23])=[O:19])[CH2:16][CH2:17][C:9]=3[C:8]=2[CH:7]=[C:6]([Cl:25])[CH:5]=1, predict the reactants needed to synthesize it. (6) The reactants are: Cl.[NH2:2][C:3]1[N:8]=[CH:7][C:6]([C:9]2[N:10]=[C:11]([N:25]3[CH2:30][CH2:29][O:28][CH2:27][CH2:26]3)[C:12]3[S:17][C:16]([C:18]4([OH:24])[CH2:23][CH2:22][NH:21][CH2:20][CH2:19]4)=[CH:15][C:13]=3[N:14]=2)=[CH:5][N:4]=1.C([CH2:38][C:39]([NH2:44])([CH3:43])[C:40](O)=[O:41])(OC(C)(C)C)=O. Given the product [NH2:44][C:39]([CH3:43])([CH3:38])[C:40]([N:21]1[CH2:22][CH2:23][C:18]([C:16]2[S:17][C:12]3[C:11]([N:25]4[CH2:30][CH2:29][O:28][CH2:27][CH2:26]4)=[N:10][C:9]([C:6]4[CH:7]=[N:8][C:3]([NH2:2])=[N:4][CH:5]=4)=[N:14][C:13]=3[CH:15]=2)([OH:24])[CH2:19][CH2:20]1)=[O:41], predict the reactants needed to synthesize it.